Task: Regression. Given a peptide amino acid sequence and an MHC pseudo amino acid sequence, predict their binding affinity value. This is MHC class II binding data.. Dataset: Peptide-MHC class II binding affinity with 134,281 pairs from IEDB (1) The peptide sequence is VLEEKLEKEDFTRGK. The MHC is DRB1_0401 with pseudo-sequence DRB1_0401. The binding affinity (normalized) is 0.220. (2) The peptide sequence is IVQTLNAMPEYQNLL. The MHC is HLA-DPA10201-DPB10101 with pseudo-sequence HLA-DPA10201-DPB10101. The binding affinity (normalized) is 0.398. (3) The peptide sequence is ENVLISPVSILSTLS. The MHC is HLA-DQA10401-DQB10402 with pseudo-sequence HLA-DQA10401-DQB10402. The binding affinity (normalized) is 0.192. (4) The MHC is DRB1_1602 with pseudo-sequence DRB1_1602. The peptide sequence is EKKYFEATQFEPLAA. The binding affinity (normalized) is 0.461. (5) The peptide sequence is QLGELYYAIHKASPV. The MHC is HLA-DQA10401-DQB10402 with pseudo-sequence HLA-DQA10401-DQB10402. The binding affinity (normalized) is 0.141. (6) The peptide sequence is HMQDKTMVKKWRDVP. The MHC is HLA-DQA10501-DQB10302 with pseudo-sequence HLA-DQA10501-DQB10302. The binding affinity (normalized) is 0. (7) The peptide sequence is TLWQRPVVTIKIGGQLREAL. The MHC is DRB1_0405 with pseudo-sequence DRB1_0405. The binding affinity (normalized) is 0.194. (8) The peptide sequence is VPGNKKFVVNNLFFN. The MHC is DRB1_0701 with pseudo-sequence DRB1_0701. The binding affinity (normalized) is 0.453. (9) The peptide sequence is ISASSAAQRRGRIGR. The binding affinity (normalized) is 0. The MHC is DRB1_0801 with pseudo-sequence DRB1_0801.